From a dataset of Full USPTO retrosynthesis dataset with 1.9M reactions from patents (1976-2016). Predict the reactants needed to synthesize the given product. (1) Given the product [C:18]([O:22][C:23](=[O:24])[NH:25][C:26]1[CH:31]=[C:30]([Cl:32])[CH:29]=[CH:28][C:27]=1/[CH:33]=[CH:34]/[C:35]([N:14]1[CH2:15][CH:8]2[N:7]([CH2:6][C:5]3[CH:16]=[CH:17][C:2]([F:1])=[CH:3][CH:4]=3)[CH:12]([CH2:11][O:10][CH2:9]2)[CH2:13]1)=[O:36])([CH3:21])([CH3:19])[CH3:20], predict the reactants needed to synthesize it. The reactants are: [F:1][C:2]1[CH:17]=[CH:16][C:5]([CH2:6][N:7]2[CH:12]3[CH2:13][NH:14][CH2:15][CH:8]2[CH2:9][O:10][CH2:11]3)=[CH:4][CH:3]=1.[C:18]([O:22][C:23]([NH:25][C:26]1[CH:31]=[C:30]([Cl:32])[CH:29]=[CH:28][C:27]=1/[CH:33]=[CH:34]/[C:35](O)=[O:36])=[O:24])([CH3:21])([CH3:20])[CH3:19].CCN=C=NCCCN(C)C.Cl.Cl. (2) Given the product [Br:4][C:5]1[CH:13]=[CH:12][C:8]([CH2:9][CH2:10][O:11][CH:15]2[CH2:16][CH2:17][CH2:18][CH2:19][O:14]2)=[CH:7][CH:6]=1, predict the reactants needed to synthesize it. The reactants are: C(Cl)Cl.[Br:4][C:5]1[CH:13]=[CH:12][C:8]([CH2:9][CH2:10][OH:11])=[CH:7][CH:6]=1.[O:14]1[CH:19]=[CH:18][CH2:17][CH2:16][CH2:15]1.